The task is: Predict which catalyst facilitates the given reaction.. This data is from Catalyst prediction with 721,799 reactions and 888 catalyst types from USPTO. (1) Reactant: [OH:1][C:2]1([CH3:16])[CH2:8][CH2:7][CH2:6][N:5](C(OC(C)(C)C)=O)[CH2:4][CH2:3]1.Cl. Product: [CH3:16][C:2]1([OH:1])[CH2:8][CH2:7][CH2:6][NH:5][CH2:4][CH2:3]1. The catalyst class is: 2. (2) Reactant: Cl.[F:2][C:3]1[C:8]([F:9])=[CH:7][C:6]([F:10])=[CH:5][C:4]=1[CH2:11][C:12]([OH:14])=O.C1N=CN(C([N:22]2[CH:26]=NC=C2)=O)C=1.C1C[O:30][CH2:29]C1. Product: [CH3:29][O:30][N:22]([CH3:26])[C:12](=[O:14])[CH2:11][C:4]1[CH:5]=[C:6]([F:10])[CH:7]=[C:8]([F:9])[C:3]=1[F:2]. The catalyst class is: 6. (3) Reactant: [CH3:1][O:2][C:3]([C:5]1[N:6]([CH2:23][C:24]2[CH:29]=[CH:28][C:27]([C:30]([O:32]C)=[O:31])=[CH:26][CH:25]=2)[C:7](=[O:22])[C:8]2[C:13]([C:14]=1[C:15]1[CH:20]=[CH:19][CH:18]=[CH:17][CH:16]=1)=[CH:12][C:11]([Cl:21])=[CH:10][CH:9]=2)=[O:4].CO.[OH-].[Na+]. Product: [CH3:1][O:2][C:3]([C:5]1[N:6]([CH2:23][C:24]2[CH:25]=[CH:26][C:27]([C:30]([OH:32])=[O:31])=[CH:28][CH:29]=2)[C:7](=[O:22])[C:8]2[C:13]([C:14]=1[C:15]1[CH:16]=[CH:17][CH:18]=[CH:19][CH:20]=1)=[CH:12][C:11]([Cl:21])=[CH:10][CH:9]=2)=[O:4]. The catalyst class is: 7. (4) Reactant: [Br:1][C:2]1[CH:7]=[CH:6][C:5]([S:8]([CH3:11])(=[O:10])=[O:9])=[C:4](Cl)[C:3]=1[Cl:13].[O:14]1[CH2:18][CH2:17][O:16][CH:15]1[CH2:19][CH2:20][OH:21].[OH-].[Na+].C1(C)C=CC=CC=1. Product: [Br:1][C:2]1[C:3]([Cl:13])=[C:4]([C:5]([S:8]([CH3:11])(=[O:10])=[O:9])=[CH:6][CH:7]=1)[O:21][CH2:20][CH2:19][CH:15]1[O:16][CH2:17][CH2:18][O:14]1. The catalyst class is: 84. (5) Reactant: [C:1]([CH2:3][CH2:4][N:5]([CH2:10][CH2:11][CH2:12][CH2:13][CH2:14][CH3:15])[CH2:6][CH2:7][C:8]#[N:9])#[N:2].[H][H]. Product: [NH2:2][CH2:1][CH2:3][CH2:4][N:5]([CH2:10][CH2:11][CH2:12][CH2:13][CH2:14][CH3:15])[CH2:6][CH2:7][CH2:8][NH2:9]. The catalyst class is: 12. (6) Reactant: Cl.[C:2]([O:5][CH2:6][CH2:7][C@@H:8]([C:10]([OH:12])=[O:11])[NH2:9])(=[O:4])[CH3:3].[C:13](=[O:16])([O-])O.[Na+].ClC([O:21][CH2:22][C:23]1[CH:28]=[CH:27][CH:26]=[CH:25][CH:24]=1)=O. Product: [CH2:22]([O:21][NH:9][C@H:8]([C:10]([OH:12])=[O:11])[C:7](=[C:13]=[O:16])[CH2:6][O:5][C:2](=[O:4])[CH3:3])[C:23]1[CH:28]=[CH:27][CH:26]=[CH:25][CH:24]=1. The catalyst class is: 6. (7) Reactant: [BrH:1].C([CH:6]1[CH:11]([OH:12])[CH:10]([C:13]2[CH:18]=[CH:17][C:16]([OH:19])=[CH:15][CH:14]=2)[CH:9]([CH2:20][OH:21])[CH2:8][N:7]1CC1C=CC=CC=1)(C)(C)C. Product: [BrH:1].[OH:21][CH2:20][CH:9]1[CH2:8][NH:7][CH2:6][CH:11]([OH:12])[CH:10]1[C:13]1[CH:18]=[CH:17][C:16]([OH:19])=[CH:15][CH:14]=1. The catalyst class is: 43. (8) Reactant: [CH3:1][O:2][C:3]1[N:8]=[C:7]2[NH:9][C:10](=[O:13])[CH:11]=[CH:12][C:6]2=[N:5][CH:4]=1.[Br-].[Li+].[H-].[Na+].Br[CH2:19][CH2:20][CH:21]1[O:25][CH2:24][CH2:23][O:22]1. Product: [O:22]1[CH2:23][CH2:24][O:25][CH:21]1[CH2:20][CH2:19][N:9]1[C:7]2=[N:8][C:3]([O:2][CH3:1])=[CH:4][N:5]=[C:6]2[CH:12]=[CH:11][C:10]1=[O:13]. The catalyst class is: 35.